From a dataset of Full USPTO retrosynthesis dataset with 1.9M reactions from patents (1976-2016). Predict the reactants needed to synthesize the given product. (1) Given the product [CH2:1]([C:3]1([OH:36])[C:8]2[CH:9]=[C:10]3[N:18]([C:19](=[O:20])[C:7]=2[CH2:6][O:5][C:4]1=[O:35])[CH2:17][C:16]1[C:15]([CH2:21][CH2:22][Si:23]([CH3:30])([CH3:29])[CH2:24][CH2:25][C:26]([N:39]([CH3:40])[CH3:38])=[O:28])=[C:14]2[CH:31]=[CH:32][CH:33]=[CH:34][C:13]2=[N:12][C:11]3=1)[CH3:2], predict the reactants needed to synthesize it. The reactants are: [CH2:1]([C:3]1([OH:36])[C:8]2[CH:9]=[C:10]3[N:18]([C:19](=[O:20])[C:7]=2[CH2:6][O:5][C:4]1=[O:35])[CH2:17][C:16]1[C:15]([CH2:21][CH2:22][Si:23]([CH3:30])([CH3:29])[CH2:24][CH2:25][C:26]([OH:28])=O)=[C:14]2[CH:31]=[CH:32][CH:33]=[CH:34][C:13]2=[N:12][C:11]3=1)[CH3:2].Cl.[CH3:38][N:39](C)[CH2:40]CCN=C=NCC.ON1C2C=CC=CC=2N=N1.CNC.C(N(C(C)C)CC)(C)C. (2) The reactants are: [N+:1]([C:4]1[CH:5]=[C:6](B(O)O)[CH:7]=[CH:8][CH:9]=1)([O-:3])=[O:2].Br[C:14]1[C:19]([CH:20]([CH3:22])[CH3:21])=[CH:18][CH:17]=[CH:16][C:15]=1[CH:23]([CH3:25])[CH3:24].P([O-])([O-])([O-])=O.[K+].[K+].[K+]. Given the product [CH:20]([C:19]1[CH:18]=[CH:17][CH:16]=[C:15]([CH:23]([CH3:25])[CH3:24])[C:14]=1[C:6]1[CH:7]=[CH:8][CH:9]=[C:4]([N+:1]([O-:3])=[O:2])[CH:5]=1)([CH3:22])[CH3:21], predict the reactants needed to synthesize it.